The task is: Predict which catalyst facilitates the given reaction.. This data is from Catalyst prediction with 721,799 reactions and 888 catalyst types from USPTO. (1) The catalyst class is: 21. Reactant: [OH:1][C:2]1[CH:7]=[CH:6][CH:5]=[C:4]([OH:8])[C:3]=1[C:9](=[O:11])[CH3:10].C(=O)([O-])[O-].[K+].[K+].[CH2:18](Br)[C:19]1[CH:24]=[CH:23][CH:22]=[CH:21][CH:20]=1.O. Product: [CH2:18]([O:1][C:2]1[CH:7]=[CH:6][CH:5]=[C:4]([OH:8])[C:3]=1[C:9](=[O:11])[CH3:10])[C:19]1[CH:24]=[CH:23][CH:22]=[CH:21][CH:20]=1. (2) Reactant: [CH3:1][O:2][C:3](=[O:15])[C@H:4]([NH:7][C:8]([O:10][C:11]([CH3:14])([CH3:13])[CH3:12])=[O:9])[CH2:5]I.C([O-])([O-])=O.[Cs+].[Cs+].[CH2:22]([O:24][C:25](=[O:35])[CH2:26][C:27](=[O:34])[C:28]1[CH:33]=[CH:32][N:31]=[CH:30][CH:29]=1)[CH3:23].C(O)(C(F)(F)F)=O. Product: [CH3:1][O:2][C:3](=[O:15])[C@@H:4]([NH:7][C:8]([O:10][C:11]([CH3:14])([CH3:13])[CH3:12])=[O:9])[CH2:5][CH:26]([C:27]([C:28]1[CH:33]=[CH:32][N:31]=[CH:30][CH:29]=1)=[O:34])[C:25]([O:24][CH2:22][CH3:23])=[O:35]. The catalyst class is: 3. (3) Product: [CH2:15]([C:14]1[N:9]=[C:4]2[C:3]([C:2]([F:10])([F:1])[F:11])=[CH:8][CH:7]=[N:6][N:5]2[CH:13]=1)[C:16]1[CH:21]=[CH:20][CH:19]=[CH:18][CH:17]=1. Reactant: [F:1][C:2]([F:11])([F:10])[C:3]1[CH:8]=[CH:7][N:6]=[N:5][C:4]=1[NH2:9].Br[CH2:13][C:14](=O)[CH2:15][C:16]1[CH:21]=[CH:20][CH:19]=[CH:18][CH:17]=1.C(=O)(O)[O-].[Na+]. The catalyst class is: 14. (4) Reactant: N1C2C(=CC(O[CH:12]([CH2:22][CH3:23])[C:13]([NH:15][C:16]([CH3:21])([CH3:20])[C:17]#[C:18][CH3:19])=[O:14])=CC=2)C=CC=1.[Br:24]C(CC)C(Br)=O.C(N(CC)CC)C.O. Product: [Br:24][CH:12]([CH2:22][CH3:23])[C:13]([NH:15][C:16]([CH3:21])([CH3:20])[C:17]#[C:18][CH3:19])=[O:14]. The catalyst class is: 4. (5) Reactant: [CH3:1][N:2]1[CH2:6][CH2:5][CH2:4][CH:3]1[C:7]1[CH:12]([Si:13]([CH3:16])([CH3:15])[CH3:14])[CH:11]=[CH:10][N:9]([Si](C)(C)C)[CH:8]=1.[CH3:21][N:22]([CH3:26])[C:23](Cl)=[O:24].C([O-])(O)=O.[Na+]. Product: [CH3:21][N:22]([CH3:26])[C:23]([N:9]1[CH:10]=[CH:11][C@H:12]([Si:13]([CH3:16])([CH3:15])[CH3:14])[C:7]([CH:3]2[CH2:4][CH2:5][CH2:6][N:2]2[CH3:1])=[CH:8]1)=[O:24]. The catalyst class is: 2. (6) Reactant: [C:1]([C:3]1[CH:4]=[CH:5][C:6]([O:9][C:10]2[CH:11]=[C:12]([CH3:26])[C:13]3[CH:17]([CH2:18][C:19]([O:21]CC)=[O:20])[O:16][B:15]([OH:24])[C:14]=3[CH:25]=2)=[N:7][CH:8]=1)#[N:2].[OH-].[Na+]. The catalyst class is: 92. Product: [C:1]([C:3]1[CH:4]=[CH:5][C:6]([O:9][C:10]2[CH:11]=[C:12]([CH3:26])[C:13]3[CH:17]([CH2:18][C:19]([OH:21])=[O:20])[O:16][B:15]([OH:24])[C:14]=3[CH:25]=2)=[N:7][CH:8]=1)#[N:2]. (7) Product: [OH:39][NH:38][C:26](=[O:28])/[CH:25]=[CH:24]/[C:21]1[CH:20]=[CH:19][C:18](/[CH:17]=[CH:16]/[C:15]([C:10]2[CH:11]=[CH:12][CH:13]=[CH:14][C:9]=2[N:6]2[CH2:5][CH2:4][N:3]([CH3:2])[CH2:8][CH2:7]2)=[O:29])=[CH:23][N:22]=1. The catalyst class is: 3. Reactant: Cl.[CH3:2][N:3]1[CH2:8][CH2:7][N:6]([C:9]2[CH:14]=[CH:13][CH:12]=[CH:11][C:10]=2[C:15](=[O:29])/[CH:16]=[CH:17]/[C:18]2[CH:19]=[CH:20][C:21](/[CH:24]=[CH:25]/[C:26]([OH:28])=O)=[N:22][CH:23]=2)[CH2:5][CH2:4]1.C1C=CC2[N:38]([OH:39])N=NC=2C=1.C(Cl)CCl.NOC1CCCCO1.